Dataset: Reaction yield outcomes from USPTO patents with 853,638 reactions. Task: Predict the reaction yield, written as a fraction of the theoretical maximum amount of product (1.0 means a 100% yield; for example, 0.34 means a 34% yield). The reactants are [NH2:1][CH2:2][CH2:3][C:4]1[CH:19]=[CH:18][C:7]([O:8][C:9]2[CH:17]=[CH:16][C:12]([C:13]([NH2:15])=[O:14])=[CH:11][N:10]=2)=[CH:6][CH:5]=1.[CH3:20][O:21][C:22]1[CH:29]=[CH:28][CH:27]=[CH:26][C:23]=1[CH:24]=O.[BH4-].[Na+]. The catalyst is CO. The product is [CH3:20][O:21][C:22]1[CH:29]=[CH:28][CH:27]=[CH:26][C:23]=1[CH2:24][NH:1][CH2:2][CH2:3][C:4]1[CH:19]=[CH:18][C:7]([O:8][C:9]2[CH:17]=[CH:16][C:12]([C:13]([NH2:15])=[O:14])=[CH:11][N:10]=2)=[CH:6][CH:5]=1. The yield is 0.850.